Dataset: Forward reaction prediction with 1.9M reactions from USPTO patents (1976-2016). Task: Predict the product of the given reaction. (1) Given the reactants [F:1][C:2]1[CH:7]=[CH:6][C:5]([C:8]2[C:9]3[CH:21]=[CH:20][C:19](=[O:22])[N:18]([C:23]4[CH:28]=[CH:27][CH:26]=[CH:25][C:24]=4[CH3:29])[C:10]=3[N:11]=[C:12](S(C)(=O)=O)[N:13]=2)=[C:4]([CH3:30])[CH:3]=1.[NH2:31][C:32]([CH3:36])([CH3:35])[CH2:33][OH:34], predict the reaction product. The product is: [F:1][C:2]1[CH:7]=[CH:6][C:5]([C:8]2[C:9]3[CH:21]=[CH:20][C:19](=[O:22])[N:18]([C:23]4[CH:28]=[CH:27][CH:26]=[CH:25][C:24]=4[CH3:29])[C:10]=3[N:11]=[C:12]([NH:31][C:32]([CH3:36])([CH3:35])[CH2:33][OH:34])[N:13]=2)=[C:4]([CH3:30])[CH:3]=1. (2) Given the reactants [C:1]([O:5][C:6]([N:8]1[C:11]2([CH2:14][NH:13][CH2:12]2)[CH2:10][CH2:9]1)=[O:7])([CH3:4])([CH3:3])[CH3:2].[F:15][C:16]([F:29])([F:28])[O:17][C:18]1[CH:23]=[CH:22][CH:21]=[CH:20][C:19]=1[CH2:24][N:25]=[C:26]=[O:27], predict the reaction product. The product is: [C:1]([O:5][C:6]([N:8]1[C:11]2([CH2:12][N:13]([C:26](=[O:27])[NH:25][CH2:24][C:19]3[CH:20]=[CH:21][CH:22]=[CH:23][C:18]=3[O:17][C:16]([F:29])([F:15])[F:28])[CH2:14]2)[CH2:10][CH2:9]1)=[O:7])([CH3:4])([CH3:2])[CH3:3]. (3) Given the reactants Br[CH2:2][C:3]1[C:12]2[C:7](=[C:8]([F:14])[C:9]([F:13])=[CH:10][CH:11]=2)[NH:6][C:5](=[O:15])[CH:4]=1.[CH3:16][C:17]1[CH:22]=[CH:21][C:20]([CH3:23])=[CH:19][C:18]=1[C:24]1[NH:28][C:27]2[CH:29]=[CH:30][CH:31]=[CH:32][C:26]=2[N:25]=1, predict the reaction product. The product is: [CH3:16][C:17]1[CH:22]=[CH:21][C:20]([CH3:23])=[CH:19][C:18]=1[C:24]1[N:25]([CH2:2][C:3]2[C:12]3[C:7](=[C:8]([F:14])[C:9]([F:13])=[CH:10][CH:11]=3)[NH:6][C:5](=[O:15])[CH:4]=2)[C:26]2[CH:32]=[CH:31][CH:30]=[CH:29][C:27]=2[N:28]=1.